Dataset: Forward reaction prediction with 1.9M reactions from USPTO patents (1976-2016). Task: Predict the product of the given reaction. (1) The product is: [F:22][C:4]1[CH:3]=[C:2]([C:28]2[CH:27]=[CH:26][N:25]=[C:24]([CH3:23])[CH:29]=2)[CH:7]=[CH:6][C:5]=1[CH2:8][N:9]1[CH2:14][CH2:13][N:12]([C:15]([O:17][C:18]([CH3:21])([CH3:20])[CH3:19])=[O:16])[CH2:11][CH2:10]1. Given the reactants Br[C:2]1[CH:7]=[CH:6][C:5]([CH2:8][N:9]2[CH2:14][CH2:13][N:12]([C:15]([O:17][C:18]([CH3:21])([CH3:20])[CH3:19])=[O:16])[CH2:11][CH2:10]2)=[C:4]([F:22])[CH:3]=1.[CH3:23][C:24]1[CH:29]=[C:28](B(O)O)[CH:27]=[CH:26][N:25]=1.C(=O)([O-])[O-].[K+].[K+].O1CCOCC1, predict the reaction product. (2) Given the reactants [N+:1]([O-:4])([O-])=[O:2].[Na+].S(=O)(=O)(O)O.[C:11]1([O:18][CH3:19])[C:12](=[CH:14][CH:15]=[CH:16][CH:17]=1)[OH:13].N([O-])=O.[Na+], predict the reaction product. The product is: [CH3:19][O:18][C:11]1[CH:17]=[CH:16][CH:15]=[C:14]([N+:1]([O-:4])=[O:2])[C:12]=1[OH:13].